From a dataset of Full USPTO retrosynthesis dataset with 1.9M reactions from patents (1976-2016). Predict the reactants needed to synthesize the given product. (1) Given the product [CH:10]1([CH2:9][N:8]([CH2:13][C:14]2[CH:23]=[CH:22][C:17]([C:18]([O:20][CH3:21])=[O:19])=[CH:16][CH:15]=2)[C:6](=[O:7])[C:5]2[CH:24]=[CH:25][C:2]([O:35][C:28]3[C:29]([O:33][CH3:34])=[CH:30][CH:31]=[CH:32][C:27]=3[F:26])=[CH:3][CH:4]=2)[CH2:12][CH2:11]1, predict the reactants needed to synthesize it. The reactants are: Br[C:2]1[CH:25]=[CH:24][C:5]([C:6]([N:8]([CH2:13][C:14]2[CH:23]=[CH:22][C:17]([C:18]([O:20][CH3:21])=[O:19])=[CH:16][CH:15]=2)[CH2:9][CH:10]2[CH2:12][CH2:11]2)=[O:7])=[CH:4][CH:3]=1.[F:26][C:27]1[CH:32]=[CH:31][CH:30]=[C:29]([O:33][CH3:34])[C:28]=1[OH:35]. (2) Given the product [Br:1][C:2]1[C:3]([O:14][CH3:15])=[CH:4][C:5]([CH2:6][C:7]#[N:12])=[C:9]([CH:10]=1)[C:8]([OH:11])=[O:23], predict the reactants needed to synthesize it. The reactants are: [Br:1][C:2]1[CH:10]=[C:9]2[C:5]([CH2:6][C:7](=[N:12]O)[C:8]2=[O:11])=[CH:4][C:3]=1[O:14][CH3:15].C1(C)C=CC(S(Cl)(=O)=[O:23])=CC=1. (3) Given the product [C:37]([O:41][C:42]([N:44]1[C@H:49]([C:50]2[NH:54][C:53]3[C:55]4[C:60]([CH:61]=[CH:62][C:52]=3[N:51]=2)=[CH:59][C:58]([C:18]2[CH:19]=[CH:20][C:15]([C:12]3[NH:11][C:10]([C@@H:6]5[CH2:7][CH2:8][CH2:9][N:5]5[C:4](=[O:30])[C@@H:3]([NH:31][C:32]([O:33][CH3:34])=[O:35])[CH:2]([CH3:36])[CH3:1])=[N:14][CH:13]=3)=[CH:16][CH:17]=2)=[CH:57][CH:56]=4)[C@@H:48]2[CH2:64][C@H:45]1[CH2:46][CH2:47]2)=[O:43])([CH3:40])([CH3:39])[CH3:38], predict the reactants needed to synthesize it. The reactants are: [CH3:1][CH:2]([CH3:36])[C@H:3]([NH:31][C:32](=[O:35])[O:33][CH3:34])[C:4](=[O:30])[N:5]1[CH2:9][CH2:8][CH2:7][C@H:6]1[C:10]1[NH:11][C:12]([C:15]2[CH:20]=[CH:19][C:18](B3OC(C)(C)C(C)(C)O3)=[CH:17][CH:16]=2)=[CH:13][N:14]=1.[C:37]([O:41][C:42]([N:44]1[C@H:49]([C:50]2[NH:54][C:53]3[C:55]4[C:60]([CH:61]=[CH:62][C:52]=3[N:51]=2)=[CH:59][C:58](Br)=[CH:57][CH:56]=4)[C@@H:48]2[CH2:64][C@H:45]1[CH2:46][CH2:47]2)=[O:43])([CH3:40])([CH3:39])[CH3:38].C([O-])([O-])=O.[K+].[K+]. (4) Given the product [F:36][C:2]([F:1])([F:35])[CH:3]([C:29]1[CH:30]=[N:31][CH:32]=[CH:33][CH:34]=1)[O:4][C:5]1[C:6]([NH:15][S:16](=[O:27])(=[O:28])[NH:17][CH2:18][CH2:19][CH:20]=[O:21])=[N:7][C:8]2[C:13]([N:14]=1)=[CH:12][CH:11]=[CH:10][CH:9]=2, predict the reactants needed to synthesize it. The reactants are: [F:1][C:2]([F:36])([F:35])[CH:3]([C:29]1[CH:30]=[N:31][CH:32]=[CH:33][CH:34]=1)[O:4][C:5]1[C:6]([NH:15][S:16](=[O:28])(=[O:27])[NH:17][CH2:18][CH2:19][CH:20](OCC)[O:21]CC)=[N:7][C:8]2[C:13]([N:14]=1)=[CH:12][CH:11]=[CH:10][CH:9]=2.Cl.C(=O)(O)[O-].[Na+].C(OCC)(=O)C. (5) Given the product [NH2:27][C:5]1[CH:4]=[CH:3][CH:2]=[CH:26][C:6]=1[CH2:7][C:8]1([C:21]([O:23][CH2:24][CH3:25])=[O:22])[CH2:13][CH2:12][N:11]([C:14]([O:16][C:17]([CH3:20])([CH3:18])[CH3:19])=[O:15])[CH2:10][CH2:9]1, predict the reactants needed to synthesize it. The reactants are: Cl[C:2]1[CH:3]=[CH:4][C:5]([N+:27]([O-])=O)=[C:6]([CH:26]=1)[CH2:7][C:8]1([C:21]([O:23][CH2:24][CH3:25])=[O:22])[CH2:13][CH2:12][N:11]([C:14]([O:16][C:17]([CH3:20])([CH3:19])[CH3:18])=[O:15])[CH2:10][CH2:9]1. (6) Given the product [NH2:57][C:34]1([C:32]([OH:33])=[O:31])[CH2:39][CH:38]([NH:40][C:41](=[O:51])[C:42]2[CH:47]=[CH:46][CH:45]=[CH:44][C:43]=2[C:48]([OH:50])=[O:49])[CH:37]2[CH:35]1[CH:36]2[C:52]([OH:54])=[O:53], predict the reactants needed to synthesize it. The reactants are: C(OC)(=O)C1C(=CC=CC=1)C([O-])=O.C1(N=C=NC2CCCCC2)CCCCC1.C([O:31][C:32]([C:34]1([NH:57]C(OC(C)(C)C)=O)[CH2:39][CH:38]([NH:40][C:41](=[O:51])[C:42]2[CH:47]=[CH:46][CH:45]=[CH:44][C:43]=2[C:48]([OH:50])=[O:49])[CH:37]2[CH:35]1[CH:36]2[C:52]([O:54]CC)=[O:53])=[O:33])C. (7) Given the product [OH:38][C:35]1([CH3:39])[CH2:36][CH2:37][N:32]([C:28]2[N:27]=[C:26]([NH:25][C:2]3[N:7]=[CH:6][C:5]4[C:8]([N:14]5[CH2:17][CH:16]([C:18]([CH3:24])([CH3:23])[C:19]([O:21][CH3:22])=[O:20])[CH2:15]5)=[N:9][N:10]([CH:11]([CH3:13])[CH3:12])[C:4]=4[CH:3]=3)[CH:31]=[CH:30][N:29]=2)[CH2:33][CH2:34]1, predict the reactants needed to synthesize it. The reactants are: Cl[C:2]1[N:7]=[CH:6][C:5]2[C:8]([N:14]3[CH2:17][CH:16]([C:18]([CH3:24])([CH3:23])[C:19]([O:21][CH3:22])=[O:20])[CH2:15]3)=[N:9][N:10]([CH:11]([CH3:13])[CH3:12])[C:4]=2[CH:3]=1.[NH2:25][C:26]1[CH:31]=[CH:30][N:29]=[C:28]([N:32]2[CH2:37][CH2:36][C:35]([CH3:39])([OH:38])[CH2:34][CH2:33]2)[N:27]=1.C1(P(C2CCCCC2)C2C(OC)=CC=C(OC)C=2C2C(C(C)C)=CC(C(C)C)=CC=2C(C)C)CCCCC1.C(=O)([O-])[O-].[Cs+].[Cs+]. (8) Given the product [Cl:21][C:18]1[CH:17]=[CH:16][C:15]([C:13]2[S:14][C:10]([C:8]([NH:7][CH:3]3[CH2:4][CH2:5][CH2:6][N:1]([C:29]4[CH:30]=[C:25]([CH:26]=[CH:27][CH:28]=4)[CH:23]=[O:24])[CH2:2]3)=[O:9])=[C:11]([CH3:22])[N:12]=2)=[CH:20][CH:19]=1, predict the reactants needed to synthesize it. The reactants are: [NH:1]1[CH2:6][CH2:5][CH2:4][CH:3]([NH:7][C:8]([C:10]2[S:14][C:13]([C:15]3[CH:20]=[CH:19][C:18]([Cl:21])=[CH:17][CH:16]=3)=[N:12][C:11]=2[CH3:22])=[O:9])[CH2:2]1.[CH:23]([C:25]1[CH:26]=[C:27](OB(O)O)[CH:28]=[CH:29][CH:30]=1)=[O:24]. (9) Given the product [CH3:12][C:2]([O:13][CH2:26][C@H:25]1[CH2:21][O:24]1)([CH3:1])[CH2:3][N:4]1[CH:8]=[CH:7][C:6]([N+:9]([O-:11])=[O:10])=[N:5]1, predict the reactants needed to synthesize it. The reactants are: [CH3:1][C:2]([OH:13])([CH3:12])[CH2:3][N:4]1[CH:8]=[CH:7][C:6]([N+:9]([O-:11])=[O:10])=[N:5]1.CN(C=O)C.[H-].[Na+].[C:21]([O:24][CH2:25][CH3:26])(=O)C. (10) Given the product [F:15][C:13]([F:14])([F:16])[C:6]1[CH:5]=[CH:4][N:3]=[CH:2][C:7]=1[CH:8]([OH:12])[CH:9]([CH3:10])[CH3:11], predict the reactants needed to synthesize it. The reactants are: Cl[C:2]1[C:7]([CH:8]([OH:12])[CH:9]([CH3:11])[CH3:10])=[C:6]([C:13]([F:16])([F:15])[F:14])[CH:5]=[CH:4][N:3]=1.C(N(CC)CC)C.